From a dataset of Full USPTO retrosynthesis dataset with 1.9M reactions from patents (1976-2016). Predict the reactants needed to synthesize the given product. Given the product [C:29]([C:3]1[CH:4]=[C:5]([CH:27]=[CH:28][C:2]=1[CH3:1])[C:6]([NH:8][C:9]1[CH:14]=[CH:13][C:12]([CH2:15][N:16]2[CH2:17][CH2:18][N:19]([CH3:22])[CH2:20][CH2:21]2)=[C:11]([C:23]([F:24])([F:26])[F:25])[CH:10]=1)=[O:7])#[CH:30], predict the reactants needed to synthesize it. The reactants are: [CH3:1][C:2]1[CH:28]=[CH:27][C:5]([C:6]([NH:8][C:9]2[CH:14]=[CH:13][C:12]([CH2:15][N:16]3[CH2:21][CH2:20][N:19]([CH3:22])[CH2:18][CH2:17]3)=[C:11]([C:23]([F:26])([F:25])[F:24])[CH:10]=2)=[O:7])=[CH:4][C:3]=1[C:29]#[C:30][Si](C)(C)C.CCCC[N+](CCCC)(CCCC)CCCC.[F-].